From a dataset of Reaction yield outcomes from USPTO patents with 853,638 reactions. Predict the reaction yield, written as a fraction of the theoretical maximum amount of product (1.0 means a 100% yield; for example, 0.34 means a 34% yield). (1) The reactants are [C:1]([O:5][C:6]([NH:8][C:9]1[C:10]([C:14]([OH:16])=O)=[N:11][NH:12][CH:13]=1)=[O:7])([CH3:4])([CH3:3])[CH3:2].[N:17]1([C:23]2[C:24]([CH3:31])=[C:25]([NH2:30])[C:26]([NH2:29])=[CH:27][CH:28]=2)[CH2:22][CH2:21][O:20][CH2:19][CH2:18]1.ON1C2C=CC=CC=2N=N1.CN(C)CCCN=C=NCC. The catalyst is CN(C=O)C. The product is [C:1]([O:5][C:6](=[O:7])[NH:8][C:9]1[C:10]([C:14](=[O:16])[NH:30][C:25]2[CH:24]=[CH:31][C:28]([CH2:23][N:17]3[CH2:18][CH2:19][O:20][CH2:21][CH2:22]3)=[CH:27][C:26]=2[NH2:29])=[N:11][NH:12][CH:13]=1)([CH3:2])([CH3:3])[CH3:4]. The yield is 0.886. (2) The reactants are [N:1]([CH:4]([C:6]1[CH:7]=[C:8]([C:17]([NH2:19])=[O:18])[C:9]2[O:15][CH2:14][CH2:13][CH2:12][S:11][C:10]=2[CH:16]=1)[CH3:5])=[N+]=[N-].O.C1(P(C2C=CC=CC=2)C2C=CC=CC=2)C=CC=CC=1. The catalyst is C1COCC1. The product is [NH2:1][CH:4]([C:6]1[CH:7]=[C:8]([C:17]([NH2:19])=[O:18])[C:9]2[O:15][CH2:14][CH2:13][CH2:12][S:11][C:10]=2[CH:16]=1)[CH3:5]. The yield is 0.550. (3) The reactants are O=C1[S:6][N:5]=[C:4]([C:7]([O:9][CH2:10][CH3:11])=[O:8])O1.[C:12](#[N:19])[C:13]1[CH:18]=[CH:17][CH:16]=[CH:15][CH:14]=1. No catalyst specified. The product is [C:13]1([C:12]2[S:6][N:5]=[C:4]([C:7]([O:9][CH2:10][CH3:11])=[O:8])[N:19]=2)[CH:18]=[CH:17][CH:16]=[CH:15][CH:14]=1. The yield is 0.0300. (4) The reactants are [Cl:1][C:2]1[N:3]=[C:4]([C:9]([NH:11][C@H:12]2[CH2:17][CH2:16][N:15]([C:18]3[O:19][C:20]([C:24]([O:26]CC)=[O:25])=[C:21]([CH3:23])[N:22]=3)[CH2:14][C@H:13]2[O:29][CH3:30])=[O:10])[NH:5][C:6]=1[CH2:7][CH3:8].[OH-].[Li+].CO. The catalyst is C1COCC1. The product is [Cl:1][C:2]1[N:3]=[C:4]([C:9]([NH:11][C@H:12]2[CH2:17][CH2:16][N:15]([C:18]3[O:19][C:20]([C:24]([OH:26])=[O:25])=[C:21]([CH3:23])[N:22]=3)[CH2:14][C@H:13]2[O:29][CH3:30])=[O:10])[NH:5][C:6]=1[CH2:7][CH3:8]. The yield is 0.890. (5) The reactants are [OH:1][C:2]1[CH:3]=[C:4]2[C:9](=[CH:10][CH:11]=1)[C:8](=[O:12])[CH2:7][CH2:6][CH2:5]2.[F:13][C:14]([F:27])([F:26])[S:15](O[S:15]([C:14]([F:27])([F:26])[F:13])(=[O:17])=[O:16])(=[O:17])=[O:16].Cl. The catalyst is N1C=CC=CC=1.C(OCC)(=O)C. The product is [F:13][C:14]([F:27])([F:26])[S:15]([O:1][C:2]1[CH:11]=[CH:10][C:9]2[C:8](=[O:12])[CH2:7][CH2:6][CH2:5][C:4]=2[CH:3]=1)(=[O:17])=[O:16]. The yield is 1.00.